This data is from Forward reaction prediction with 1.9M reactions from USPTO patents (1976-2016). The task is: Predict the product of the given reaction. (1) Given the reactants [Cl:1][C:2]1[C:3]([CH3:11])=[N+:4]([O-])[CH:5]=[CH:6][C:7]=1[O:8][CH3:9].[C:12]([O:15]C(=O)C)(=[O:14])[CH3:13], predict the reaction product. The product is: [C:12]([O:15][CH2:11][C:3]1[C:2]([Cl:1])=[C:7]([O:8][CH3:9])[CH:6]=[CH:5][N:4]=1)(=[O:14])[CH3:13]. (2) Given the reactants N1CCC[C@H]1C([O-])=O.[Cs+].[C:10]([NH:13][CH2:14][C:15]1[CH:20]=[CH:19][C:18]([S:21]([O-:23])=[O:22])=[CH:17][CH:16]=1)(=[O:12])[CH3:11].[Na+].Br[C:26]1[S:30][C:29]([CH3:31])=[N:28][C:27]=1[CH3:32].N.Cl.[N:35]1[CH:36]=[CH:37][N:38]2[CH:43]=C(C(O)=O)[CH:41]=[CH:40][C:39]=12.F[P-](F)(F)(F)(F)F.N1(O[P+](N(C)C)(N(C)C)N(C)C)C2C=CC=CC=2N=N1, predict the reaction product. The product is: [CH3:31][C:29]1[S:30][C:26]([S:21]([C:18]2[CH:19]=[CH:20][C:15]([CH2:14][NH:13][C:10]([C:11]3[CH:41]=[CH:40][C:39]4[N:38]([CH:37]=[CH:36][N:35]=4)[CH:43]=3)=[O:12])=[CH:16][CH:17]=2)(=[O:23])=[O:22])=[C:27]([CH3:32])[N:28]=1. (3) The product is: [CH2:20]([O:22][C:23]1[CH:28]=[C:27]([CH2:29][N:3]2[CH2:4][C:5]3([CH2:9][C:8]([C@@H:10]4[CH2:11][CH2:12][C@H:13]([C:16]([O:18][CH3:19])=[O:17])[CH2:14][CH2:15]4)=[N:7][O:6]3)[CH2:2]2)[CH:26]=[C:25]([O:31][CH2:32][CH3:33])[C:24]=1[C:34]1[CH:35]=[CH:36][C:37]([F:40])=[CH:38][CH:39]=1)[CH3:21]. Given the reactants Cl.[CH2:2]1[C:5]2([CH2:9][C:8]([C@@H:10]3[CH2:15][CH2:14][C@H:13]([C:16]([O:18][CH3:19])=[O:17])[CH2:12][CH2:11]3)=[N:7][O:6]2)[CH2:4][NH:3]1.[CH2:20]([O:22][C:23]1[CH:28]=[C:27]([CH:29]=O)[CH:26]=[C:25]([O:31][CH2:32][CH3:33])[C:24]=1[C:34]1[CH:39]=[CH:38][C:37]([F:40])=[CH:36][CH:35]=1)[CH3:21], predict the reaction product. (4) Given the reactants [S:1]1[CH:5]=[CH:4][CH:3]=[C:2]1[SH:6].C(=O)([O-])[O-].[Cs+].[Cs+].Br[CH2:14][C:15]([O:17][CH3:18])=[O:16].O, predict the reaction product. The product is: [S:1]1[CH:5]=[CH:4][CH:3]=[C:2]1[S:6][CH2:14][C:15]([O:17][CH3:18])=[O:16]. (5) Given the reactants C(N(P(N(C(C)C)C(C)C)(Cl)([O-])[O-])C(C)C)(C)C.[O:19]([CH2:26][C:27]([NH:29][C:30]1[C:31]2[N:32]=[CH:33][N:34]([C:66]=2[N:67]=[CH:68][N:69]=1)[C@@H:35]1[O:65][C@H:39]([CH2:40][O:41][C:42]([C:59]2[CH:64]=[CH:63][CH:62]=[CH:61][CH:60]=2)([C:51]2[CH:56]=[CH:55][C:54]([O:57][CH3:58])=[CH:53][CH:52]=2)[C:43]2[CH:48]=[CH:47][C:46]([O:49][CH3:50])=[CH:45][CH:44]=2)[C@@H:37]([OH:38])[CH2:36]1)=[O:28])[C:20]1[CH:25]=[CH:24][CH:23]=[CH:22][CH:21]=1.C(N(C(C)C)C(C)C)C.C(O[C@@H]1[C@@H](OC(=O)C)[C@@H](OC(=O)C)[C@@H](COC(=O)C)O[C@H]1OCCOCCO)(=O)C.N1C=NN=N1.O(CC(NC1C2N=CN(C=2N=CN=1)[C@@H]1O[C@H](COC(C2C=CC=CC=2)(C2C=CC(OC)=CC=2)C2C=CC(OC)=CC=2)[C@@H]([O:133][P:134]([N:166]([CH:170]([CH3:172])[CH3:171])[CH:167]([CH3:169])[CH3:168])([O:136][CH2:137][CH2:138][O:139][CH2:140][CH2:141][O:142][C@@H:143]2[O:160][C@H:159]([CH2:161][O:162][C:163](=[O:165])[CH3:164])[C@@H:154]([O:155][C:156](=[O:158])[CH3:157])[C@H:149]([O:150][C:151](=[O:153])[CH3:152])[C@H:144]2[O:145][C:146](=[O:148])[CH3:147])=O)C1)=O)C1C=CC=CC=1, predict the reaction product. The product is: [O:19]([CH2:26][C:27]([NH:29][C:30]1[C:31]2[N:32]=[CH:33][N:34]([C:66]=2[N:67]=[CH:68][N:69]=1)[C@@H:35]1[O:65][C@H:39]([CH2:40][O:41][C:42]([C:59]2[CH:60]=[CH:61][CH:62]=[CH:63][CH:64]=2)([C:51]2[CH:56]=[CH:55][C:54]([O:57][CH3:58])=[CH:53][CH:52]=2)[C:43]2[CH:48]=[CH:47][C:46]([O:49][CH3:50])=[CH:45][CH:44]=2)[C@@H:37]([O:38][P:134]([N:166]([CH:170]([CH3:172])[CH3:171])[CH:167]([CH3:168])[CH3:169])([O:136][CH2:137][CH2:138][O:139][CH2:140][CH2:141][O:142][C@@H:143]2[O:160][C@H:159]([CH2:161][O:162][C:163](=[O:165])[CH3:164])[C@H:154]([O:155][C:156](=[O:158])[CH3:157])[C@H:149]([O:150][C:151](=[O:153])[CH3:152])[C@H:144]2[O:145][C:146](=[O:148])[CH3:147])=[O:133])[CH2:36]1)=[O:28])[C:20]1[CH:21]=[CH:22][CH:23]=[CH:24][CH:25]=1.